Dataset: Catalyst prediction with 721,799 reactions and 888 catalyst types from USPTO. Task: Predict which catalyst facilitates the given reaction. (1) Reactant: [CH3:1][C:2]1[CH:3]=[C:4]([C:8]2[N:9]=[C:10]([C:20]3[CH:25]=[CH:24][C:23]([S:26]([CH3:29])(=[O:28])=[O:27])=[CH:22][CH:21]=3)[S:11][C:12]=2[C:13]2[CH:18]=[CH:17][N+:16]([O-])=[CH:15][CH:14]=2)[CH:5]=[CH:6][CH:7]=1.F[B-](F)(F)F.[CH3:35][O+:36](C)C.S(OOS([O-])(=O)=O)([O-])(=O)=O.[NH4+].[NH4+]. Product: [CH3:1][C:2]1[CH:3]=[C:4]([C:8]2[N:9]=[C:10]([C:20]3[CH:25]=[CH:24][C:23]([S:26]([CH3:29])(=[O:28])=[O:27])=[CH:22][CH:21]=3)[S:11][C:12]=2[C:13]2[CH:18]=[CH:17][N:16]=[C:15]([CH2:35][OH:36])[CH:14]=2)[CH:5]=[CH:6][CH:7]=1. The catalyst class is: 34. (2) Reactant: C1(P(C2C=CC=CC=2)C2C=CC=CC=2)C=CC=CC=1.[N:20]([CH2:23][CH2:24][CH2:25][O:26][C:27]1[CH:62]=[CH:61][C:30]([C:31]([C:33]2[CH:38]=[CH:37][C:36]([NH:39][CH2:40][CH2:41][O:42][CH2:43][CH2:44][O:45][CH2:46][CH2:47][O:48][CH2:49][CH2:50][O:51][CH2:52][CH2:53][C:54]([O:56][C:57]([CH3:60])([CH3:59])[CH3:58])=[O:55])=[CH:35][CH:34]=2)=[O:32])=[CH:29][CH:28]=1)=[N+]=[N-].O. Product: [NH2:20][CH2:23][CH2:24][CH2:25][O:26][C:27]1[CH:62]=[CH:61][C:30]([C:31]([C:33]2[CH:38]=[CH:37][C:36]([NH:39][CH2:40][CH2:41][O:42][CH2:43][CH2:44][O:45][CH2:46][CH2:47][O:48][CH2:49][CH2:50][O:51][CH2:52][CH2:53][C:54]([O:56][C:57]([CH3:58])([CH3:60])[CH3:59])=[O:55])=[CH:35][CH:34]=2)=[O:32])=[CH:29][CH:28]=1. The catalyst class is: 332. (3) Reactant: C(=O)([O-])[O-].[K+].[K+].[CH:7]([C:9]1[C:17]([OH:18])=[CH:16][CH:15]=[C:14]2[C:10]=1[CH:11]=[C:12]([C:19]([O:21][CH2:22][CH3:23])=[O:20])[NH:13]2)=[O:8].C1(C)C=CC(S(O[CH2:34][C@@H:35]2[O:37][CH2:36]2)(=O)=O)=CC=1.O. Product: [O:37]1[CH2:36][C@@H:35]1[CH2:34][O:18][C:17]1[C:9]([CH:7]=[O:8])=[C:10]2[C:14](=[CH:15][CH:16]=1)[NH:13][C:12]([C:19]([O:21][CH2:22][CH3:23])=[O:20])=[CH:11]2. The catalyst class is: 9. (4) Reactant: NC1N=CN=C2N(CC3CN(C(OC(C)(C)C)=O)C3)N=[C:10]([C:11]3[CH:16]=CC(OC4C=CC=CC=4)=C[C:12]=3F)C=12.[C:37]([OH:43])([C:39](F)(F)F)=[O:38].[NH:44]1CC(CN2C3=NC=NC(N)=C3C(C3C=CC(OC4C=CC=CC=4)=CC=3F)=N2)[CH2:45]1. Product: [C:45]([C:39](=[CH:10][CH:11]([CH3:16])[CH3:12])[C:37]([OH:43])=[O:38])#[N:44]. The catalyst class is: 2. (5) Reactant: [CH3:1][O:2]C1C=CC(N)=C([N+]([O-])=O)C=1.[N:13]1[CH:18]=[CH:17][CH:16]=[CH:15][C:14]=1[N:19]1[C:23]2[CH:24]=[CH:25][C:26](C(F)(F)F)=[CH:27][C:22]=2[N:21]=[C:20]1/[CH:32]=[CH:33]/[C:34]1[CH:39]=[CH:38][CH:37]=[CH:36][CH:35]=1.[C:40]([OH:45])(=[O:44])[C:41]([OH:43])=[O:42]. Product: [C:40]([OH:45])(=[O:44])[C:41]([OH:43])=[O:42].[N:13]1[CH:18]=[CH:17][CH:16]=[CH:15][C:14]=1[N:19]1[C:23]2[CH:24]=[CH:25][C:26]([O:2][CH3:1])=[CH:27][C:22]=2[N:21]=[C:20]1/[CH:32]=[CH:33]/[C:34]1[CH:39]=[CH:38][CH:37]=[CH:36][CH:35]=1. The catalyst class is: 13. (6) Reactant: [F:1][C:2]1[CH:3]=[C:4]([CH:15]=[CH:16][CH:17]=1)[CH2:5][CH2:6][N:7]1[CH:11]=[C:10]([N+:12]([O-])=O)[CH:9]=[N:8]1. Product: [F:1][C:2]1[CH:3]=[C:4]([CH2:5][CH2:6][N:7]2[CH:11]=[C:10]([NH2:12])[CH:9]=[N:8]2)[CH:15]=[CH:16][CH:17]=1. The catalyst class is: 43. (7) Reactant: [CH3:1][C:2]1[N:6]([CH2:7][C:8]([O:10][CH3:11])=[O:9])[C:5]2[S:12][CH:13]=[CH:14][C:4]=2[CH:3]=1.[Cl-].C([Al+]CC)C.[N:21]1[C:30]2[C:25](=[CH:26][CH:27]=[CH:28][CH:29]=2)[CH:24]=[CH:23][C:22]=1[C:31](Cl)=[O:32].Cl. Product: [CH3:1][C:2]1[N:6]([CH2:7][C:8]([O:10][CH3:11])=[O:9])[C:5]2[S:12][CH:13]=[CH:14][C:4]=2[C:3]=1[C:31]([C:22]1[CH:23]=[CH:24][C:25]2[C:30](=[CH:29][CH:28]=[CH:27][CH:26]=2)[N:21]=1)=[O:32]. The catalyst class is: 4. (8) Reactant: [CH3:1][C:2]1([CH3:8])[CH2:6][CH:5]([CH3:7])[CH2:4][NH:3]1.C(=O)([O-])[O-].[K+].[K+].[NH2:15][C:16]1[N:21]=[C:20]([S:22]([NH:25][C:26]([C:28]2[C:29](Cl)=[N:30][C:31]([C:35]([CH3:38])([CH3:37])[CH3:36])=[C:32]([Br:34])[CH:33]=2)=[O:27])(=[O:24])=[O:23])[CH:19]=[CH:18][CH:17]=1.Cl. Product: [NH2:15][C:16]1[N:21]=[C:20]([S:22]([NH:25][C:26]([C:28]2[C:29]([N:3]3[CH2:4][CH:5]([CH3:7])[CH2:6][C:2]3([CH3:8])[CH3:1])=[N:30][C:31]([C:35]([CH3:38])([CH3:37])[CH3:36])=[C:32]([Br:34])[CH:33]=2)=[O:27])(=[O:24])=[O:23])[CH:19]=[CH:18][CH:17]=1. The catalyst class is: 16. (9) Reactant: [C:1](Cl)(=[O:3])[CH3:2].[Br:5][C:6]1[CH:7]=[C:8]([OH:12])[CH:9]=[CH:10][CH:11]=1.N1C=CC=CC=1.O. Product: [C:1]([O:12][C:8]1[CH:9]=[CH:10][CH:11]=[C:6]([Br:5])[CH:7]=1)(=[O:3])[CH3:2]. The catalyst class is: 4. (10) Reactant: [Cl:1][C:2]1[CH:7]=[CH:6][CH:5]=[CH:4][C:3]=1[C:8]1[CH:19]=[C:18]2[C:14]([CH:15]=[C:16]([CH:21]=[O:22])[N:17]2[CH3:20])=[C:13]2[C:9]=1[C:10](=[O:24])[NH:11][C:12]2=[O:23].[BH4-].[Na+].O. Product: [Cl:1][C:2]1[CH:7]=[CH:6][CH:5]=[CH:4][C:3]=1[C:8]1[CH:19]=[C:18]2[C:14]([CH:15]=[C:16]([CH2:21][OH:22])[N:17]2[CH3:20])=[C:13]2[C:9]=1[C:10](=[O:24])[NH:11][C:12]2=[O:23]. The catalyst class is: 8.